This data is from Full USPTO retrosynthesis dataset with 1.9M reactions from patents (1976-2016). The task is: Predict the reactants needed to synthesize the given product. (1) Given the product [C:26]1([N:32]2[C:5]([C:7]3[C:12](=[O:13])[CH:11]=[CH:10][N:9]([C:14]4[CH:19]=[CH:18][CH:17]=[C:16]([O:20][C:21]([F:24])([F:23])[F:22])[CH:15]=4)[N:8]=3)=[CH:4][CH:3]=[N:2]2)[CH:31]=[CH:30][CH:29]=[CH:28][CH:27]=1, predict the reactants needed to synthesize it. The reactants are: C[N:2](C)/[CH:3]=[CH:4]/[C:5]([C:7]1[C:12](=[O:13])[CH:11]=[CH:10][N:9]([C:14]2[CH:19]=[CH:18][CH:17]=[C:16]([O:20][C:21]([F:24])([F:23])[F:22])[CH:15]=2)[N:8]=1)=O.[C:26]1([NH:32]N)[CH:31]=[CH:30][CH:29]=[CH:28][CH:27]=1. (2) Given the product [Si:1]([O:18][CH:19]1[CH2:24][CH:23]2[CH:21]([CH:22]2[C:25]2[N:29]([CH2:49][CH:50]3[CH2:52][CH2:51]3)[N:28]=[C:27]([C:30]3[CH:31]=[C:32]([O:37][C:38]([F:41])([F:39])[F:40])[C:33]([NH2:36])=[N:34][CH:35]=3)[CH:26]=2)[CH2:20]1)([C:14]([CH3:16])([CH3:15])[CH3:17])([C:8]1[CH:9]=[CH:10][CH:11]=[CH:12][CH:13]=1)[C:2]1[CH:7]=[CH:6][CH:5]=[CH:4][CH:3]=1, predict the reactants needed to synthesize it. The reactants are: [Si:1]([O:18][CH:19]1[CH2:24][CH:23]2[CH:21]([CH:22]2[C:25]2[NH:29][N:28]=[C:27]([C:30]3[CH:31]=[C:32]([O:37][C:38]([F:41])([F:40])[F:39])[C:33]([NH2:36])=[N:34][CH:35]=3)[CH:26]=2)[CH2:20]1)([C:14]([CH3:17])([CH3:16])[CH3:15])([C:8]1[CH:13]=[CH:12][CH:11]=[CH:10][CH:9]=1)[C:2]1[CH:7]=[CH:6][CH:5]=[CH:4][CH:3]=1.C(=O)([O-])[O-].[Cs+].[Cs+].Br[CH2:49][CH:50]1[CH2:52][CH2:51]1. (3) Given the product [F:29][C:24]1[CH:25]=[CH:26][CH:27]=[CH:28][C:23]=1[N:20]1[C:21](=[O:22])[C:11]2=[CH:10][N:9]([CH2:8][C:12]3[CH:13]=[C:18]([C:40]4[CH:39]=[N:38][N:37]([CH3:36])[CH:41]=4)[N:9]=[CH:10][CH:11]=3)[C:18]3[CH:17]=[CH:16][CH:15]=[CH:14][C:13]=3[C:12]2=[N:19]1, predict the reactants needed to synthesize it. The reactants are: ClC1N=CC([CH2:8][N:9]2[C:18]3[CH:17]=[CH:16][CH:15]=[CH:14][C:13]=3[C:12]3=[N:19][N:20]([C:23]4[CH:28]=[CH:27][CH:26]=[CH:25][C:24]=4[F:29])[C:21](=[O:22])[C:11]3=[CH:10]2)=CC=1.C(=O)([O-])[O-].[Cs+].[Cs+].[CH3:36][N:37]1[CH:41]=[C:40](B2OC(C)(C)C(C)(C)O2)[CH:39]=[N:38]1. (4) Given the product [Cl:22][CH:7]1[CH2:6][CH2:5][CH2:4][CH:3]([CH2:8][CH2:9][C:10]#[N:11])[C:2]1=[O:1], predict the reactants needed to synthesize it. The reactants are: [O:1]=[C:2]1[CH2:7][CH2:6][CH2:5][CH2:4][CH:3]1[CH2:8][CH2:9][C:10]#[N:11].C(C1CCCC([Cl:22])C1=O)(C)(C)C. (5) The reactants are: [F:1][C:2]([F:14])([F:13])[O:3][C:4]1[CH:12]=[CH:11][C:7]([C:8]([Cl:10])=[O:9])=[CH:6][CH:5]=1.[N:15]1[CH:20]=CC=[CH:17][CH:16]=1.C(OCC)(=[O:23])C. Given the product [ClH:10].[F:1][C:2]([F:14])([F:13])[O:3][C:4]1[CH:12]=[CH:11][C:7]([C:8]([O:23][CH2:17][CH2:16][NH:15][CH3:20])=[O:9])=[CH:6][CH:5]=1, predict the reactants needed to synthesize it. (6) Given the product [Cl:1][C:2]1[CH:7]=[C:6]([C:33]#[C:32][C:28]2[CH:27]=[C:26]([C:23]3[NH:22][N:21]=[C:20]([C:18]([N:15]4[CH2:16][CH2:17][CH:13]([N:12]([CH2:34][CH3:35])[CH2:10][CH3:11])[CH2:14]4)=[O:19])[C:24]=3[CH3:25])[CH:31]=[CH:30][CH:29]=2)[CH:5]=[CH:4][C:3]=1[F:9], predict the reactants needed to synthesize it. The reactants are: [Cl:1][C:2]1[CH:7]=[C:6](I)[CH:5]=[CH:4][C:3]=1[F:9].[CH2:10]([N:12]([CH2:34][CH3:35])[CH:13]1[CH2:17][CH2:16][N:15]([C:18]([C:20]2[C:24]([CH3:25])=[C:23]([C:26]3[CH:31]=[CH:30][CH:29]=[C:28]([C:32]#[CH:33])[CH:27]=3)[NH:22][N:21]=2)=[O:19])[CH2:14]1)[CH3:11]. (7) Given the product [CH2:17]([N:4]1[CH2:3][CH2:2][N:7]([CH2:8][CH2:9][CH2:10][C:11]2[CH:16]=[CH:15][N:14]=[CH:13][CH:12]=2)[C:5]1=[S:6])[CH2:18][C:19]1[CH:24]=[CH:23][CH:22]=[CH:21][CH:20]=1, predict the reactants needed to synthesize it. The reactants are: O[CH2:2][CH2:3][N:4]([CH2:17][CH2:18][C:19]1[CH:24]=[CH:23][CH:22]=[CH:21][CH:20]=1)[C:5]([NH:7][CH2:8][CH2:9][CH2:10][C:11]1[CH:16]=[CH:15][N:14]=[CH:13][CH:12]=1)=[S:6].C1(P(C2C=CC=CC=2)C2C=CC=CC=2)C=CC=CC=1.N(C(OC(C)C)=O)=NC(OC(C)C)=O.C(OCC)(=O)C. (8) Given the product [Br:1][C:2]1[CH:3]=[N:4][C:5]2[N:6]([N:8]=[C:9]([C:11]([N:25]3[CH2:24][CH2:23][C:22]4[C:27](=[CH:28][CH:29]=[C:20]([N:14]5[CH2:19][CH2:18][O:17][CH2:16][CH2:15]5)[CH:21]=4)[CH2:26]3)=[O:13])[CH:10]=2)[CH:7]=1, predict the reactants needed to synthesize it. The reactants are: [Br:1][C:2]1[CH:3]=[N:4][C:5]2[N:6]([N:8]=[C:9]([C:11]([OH:13])=O)[CH:10]=2)[CH:7]=1.[N:14]1([C:20]2[CH:21]=[C:22]3[C:27](=[CH:28][CH:29]=2)[CH2:26][NH:25][CH2:24][CH2:23]3)[CH2:19][CH2:18][O:17][CH2:16][CH2:15]1.